From a dataset of Experimentally validated miRNA-target interactions with 360,000+ pairs, plus equal number of negative samples. Binary Classification. Given a miRNA mature sequence and a target amino acid sequence, predict their likelihood of interaction. (1) The miRNA is mmu-miR-7026-5p with sequence UUCUGAGACCAUGGGGUAUAU. The protein sequence of the target gene is MQTPRASPPRPALLLLLLLLGGAHGLFPEEPPPLSVAPRDYLNHYPVFVGSGPGRLTPAEGADDLNIQRVLRVNRTLFIGDRDNLYRVELEPPTSTELRYQRKLTWRSNPSDINVCRMKGKQEGECRNFVKVLLLRDESTLFVCGSNAFNPVCANYSIDTLQPVGDNISGMARCPYDPKHANVALFSDGMLFTATVTDFLAIDAVIYRSLGDRPTLRTVKHDSKWFKEPYFVHAVEWGSHVYFFFREIAMEFNYLEKVVVSRVARVCKNDVGGSPRVLEKQWTSFLKARLNCSVPGDSHF.... Result: 0 (no interaction). (2) The miRNA is hsa-miR-3665 with sequence AGCAGGUGCGGGGCGGCG. The protein sequence of the target gene is MAGEQKPSSNLLEQFILLAKGTSGSALTALISQVLEAPGVYVFGELLELANVQELAEGANAAYLQLLNLFAYGTYPDYIANKESLPELSTAQQNKLKHLTIVSLASRMKCIPYSVLLKDLEMRNLRELEDLIIEAVYTDIIQGKLDQRNQLLEVDFCIGRDIRKKDINNIVKTLHEWCDGCEAVLLGIEQQVLRANQYKENHNRTQQQVEAEVTNIKKTLKATASSSAQEMEQQLAERECPPHAEQRQPTKKMSKVKGLVSSRH. Result: 1 (interaction). (3) The miRNA is hsa-miR-6842-5p with sequence UGGGGGUGGUCUCUAGCCAAGG. The protein sequence of the target gene is MKGSRKGESRAKESKPREPGTRRCAKCGRLDFILKKKMGIKSGFTFWNLVFLLTLSCVKGFIYTCGGTLKGLNGTIESPGFPYGYPNGANCTWVIIAEERNRIQIVFQSFALEEEYDYLSLYDGHPHPTNFRTRLTGFHLPPPVTSTKSVFSLRLTSDFAVSAHGFKVYYEELQSSSCGNPGVPPKGVLYGTRFDVGDKIRYSCVTGYILDGHPQLTCIANSVNTASWDFPVPICRAEDACGGTMRGSSGIISSPGFPNEYHNNADCTWTIVAEPGDTISLIFTDFQMEEKYDYLEIEGS.... Result: 0 (no interaction). (4) The miRNA is hsa-miR-379-5p with sequence UGGUAGACUAUGGAACGUAGG. The protein sequence of the target gene is MSDKMSSFLHIGDICSLYAEGSTNGFISTLGLVDDRCVVQPEAGDLNNPPKKFRDCLFKLCPMNRYSAQKQFWKAAKPGANSTTDAVLLNKLHHAADLEKKQNETENRKLLGTVIQYGNVIQLLHLKSNKYLTVNKRLPALLEKNAMRVTLDEAGNEGSWFYIQPFYKLRSIGDSVVIGDKVVLNPVNAGQPLHASSHQLVDNPGCNEVNSVNCNTSWKIVLFMKWSDNKDDILKGGDVVRLFHAEQEKFLTCDEHRKKQHVFLRTTGRQSATSATSSKALWEVEVVQHDPCRGGAGYWN.... Result: 0 (no interaction). (5) The miRNA is hsa-miR-362-3p with sequence AACACACCUAUUCAAGGAUUCA. The protein sequence of the target gene is MNYEFEREIGFINSQPSLAECLTSFPPVADTFQSSSIKTSTLSHSTLIPPPFEQTIPSLNPGSHPRHGAGGRPKPSPAGSRGSPVPAGALQPPEYPWMKEKKAAKKTALLPAAAAAATAAATGPACLSHKESLEIADGSGGGSRRLRTAYTNTQLLELEKEFHFNKYLCRPRRVEIAALLDLTERQVKVWFQNRRMKHKRQTQCKENQNSEGKCKSLEDSEKVEEDEEEKTLFEQALSVSGALLEREGYTFQQNALSQQQAPNGHNGDSQSFPVSPLTSNEKNLKHFQHQSPTVPNCLST.... Result: 0 (no interaction). (6) The miRNA is hsa-miR-6887-5p with sequence UGGGGGGACAGAUGGAGAGGACA. The protein sequence of the target gene is MAAADAEAVPARGEPQQDCCVKTELLGEETPMAADEGSAEKQAGEAHMAADGETNGSCENSDASSHANAAKHTQDSARVNPQDGTNTLTRIAENGVSERDSEAAKQNHVTADDFVQTSVIGSNGYILNKPALQAQPLRTTSTLASSLPGHAAKTLPGGAGKGRTPSAFPQTPAAPPATLGEGSADTEDRKLPAPGADVKVHRARKTMPKSVVGLHAASKDPREVREARDHKEPKEEINKNISDFGRQQLLPPFPSLHQSLPQNQCYMATTKSQTACLPFVLAAAVSRKKKRRMGTYSLVP.... Result: 0 (no interaction). (7) The miRNA is hsa-miR-335-5p with sequence UCAAGAGCAAUAACGAAAAAUGU. The protein sequence of the target gene is MDTESNRRANLALPQEPSSVPAFEVLEISPQEVSSGRLLKSASSPPLHTWLTVLKKEQEFLGVTQILTAMICLCFGTVVCSVLDISHIEGDIFSSFKAGYPFWGAIFFSISGMLSIISERRNATYLVRGSLGANTASSIAGGTGITILIINLKKSLAYIHIHSCQKFFETKCFMASFSTEIVVMMLFLTILGLGSAVSLTICGAGEELKGNKVPEDRVYEELNIYSATYSELEDPGEMSPPIDL. Result: 1 (interaction). (8) The miRNA is hsa-miR-6880-5p with sequence UGGUGGAGGAAGAGGGCAGCUC. The protein sequence of the target gene is MDPRCTMGLAILIFVTVLLISDAVSVETQAYFNGTAYLPCPFTKAQNISLSELVVFWQDQQKLVLYEHYLGTEKLDSVNAKYLGRTSFDRNNWTLRLHNVQIKDMGSYDCFIQKKPPTGSIILQQTLTELSVIANFSEPEIKLAQNVTGNSGINLTCTSKQGHPKPKKMYFLITNSTNEYGDNMQISQDNVTELFSISNSLSLSFPDGVWHMTVVCVLETESMKISSKPLNFTQEFPSPQTYWKEITASVTVALLLVMLLIIVCHKKPNQPSRPSNTASKLERDSNADRETINLKELEPQ.... Result: 0 (no interaction). (9) The miRNA is hsa-miR-136-5p with sequence ACUCCAUUUGUUUUGAUGAUGGA. The protein sequence of the target gene is MARPQRTPARSPDSIVEVKSKFDAEFRRFALPRASVSGFQEFSRLLRAVHQIPGLDVLLGYTDAHGDLLPLTNDDSLHRALASGPPPLRLLVQKRAEADSSGLAFASNSLQRRKKGLLLRPVAPLRTRPPLLISLPQDFRQVSSVIDVDLLPETHRRVRLHKHGSDRPLGFYIRDGMSVRVAPQGLERVPGIFISRLVRGGLAESTGLLAVSDEILEVNGIEVAGKTLDQVTDMMVANSHNLIVTVKPANQRNNVVRGASGRLTGPPSAGPGPAEPDSDDDSSDLVIENRQPPSSNGLSQ.... Result: 0 (no interaction).